From a dataset of Full USPTO retrosynthesis dataset with 1.9M reactions from patents (1976-2016). Predict the reactants needed to synthesize the given product. (1) Given the product [NH2:22][C:19]1[S:18][C:17]([O:16][C:13]2[CH:14]=[CH:15][C:7]3[CH:6]([CH2:5][C:4]([OH:23])=[O:3])[O:10][B:9]([OH:11])[C:8]=3[CH:12]=2)=[N:21][N:20]=1, predict the reactants needed to synthesize it. The reactants are: C([O:3][C:4](=[O:23])[CH2:5][CH:6]1[O:10][B:9]([OH:11])[C:8]2[CH:12]=[C:13]([O:16][C:17]3[S:18][C:19]([NH2:22])=[N:20][N:21]=3)[CH:14]=[CH:15][C:7]1=2)C.[Li+].[OH-].Cl. (2) Given the product [CH3:1][C@@H:2]1[NH:3][CH2:4][CH2:5][N:6]([S:18]([C:15]2[CH:14]=[CH:13][C:12]([C:11]([F:10])([F:22])[F:23])=[CH:17][CH:16]=2)(=[O:20])=[O:19])[CH2:7]1, predict the reactants needed to synthesize it. The reactants are: [CH3:1][C@H:2]1[CH2:7][NH:6][CH2:5][CH2:4][NH:3]1.[OH-].[Na+].[F:10][C:11]([F:23])([F:22])[C:12]1[CH:17]=[CH:16][C:15]([S:18](Cl)(=[O:20])=[O:19])=[CH:14][CH:13]=1. (3) Given the product [CH3:22][C:23]1[CH:28]=[C:27]([CH3:29])[CH:26]=[CH:25][C:24]=1[CH:30]([C:32]1[CH:37]=[CH:36][CH:35]=[CH:34][CH:33]=1)[NH:31][C:18](=[O:20])[CH2:17][C:15]1[CH:14]=[CH:13][C:11]2[N:12]=[C:8]([C:7]3[C:2]([CH3:1])=[N:3][CH:4]=[CH:5][CH:6]=3)[S:9][C:10]=2[CH:16]=1, predict the reactants needed to synthesize it. The reactants are: [CH3:1][C:2]1[C:7]([C:8]2[S:9][C:10]3[CH:16]=[C:15]([CH2:17][C:18]([OH:20])=O)[CH:14]=[CH:13][C:11]=3[N:12]=2)=[CH:6][CH:5]=[CH:4][N:3]=1.Cl.[CH3:22][C:23]1[CH:28]=[C:27]([CH3:29])[CH:26]=[CH:25][C:24]=1[CH:30]([C:32]1[CH:37]=[CH:36][CH:35]=[CH:34][CH:33]=1)[NH2:31]. (4) Given the product [N:7]1([C:1]2[CH:6]=[C:5]([S:12]([Cl:16])(=[O:14])=[O:13])[CH:4]=[CH:3][CH:2]=2)[CH2:11][CH2:10][CH2:9][CH2:8]1, predict the reactants needed to synthesize it. The reactants are: [C:1]1([N:7]2[CH2:11][CH2:10][CH2:9][CH2:8]2)[CH:6]=[CH:5][CH:4]=[CH:3][CH:2]=1.[S:12]([Cl:16])(=O)(=[O:14])[OH:13]. (5) Given the product [CH2:27]([C:39]1[CH:40]=[CH:41][C:42]([S:45]([O:1][N:2]=[C:3]2[C:4]3[CH:5]=[CH:6][C:7]([O:18][CH3:19])=[CH:8][C:9]=3[C:10]3[C:15]2=[CH:14][CH:13]=[C:12]([O:16][CH3:17])[CH:11]=3)(=[O:47])=[O:46])=[CH:43][CH:44]=1)[CH2:28][CH2:29][CH2:30][CH2:31][CH2:32][CH2:33][CH2:34][CH2:35][CH2:36][CH2:37][CH3:38], predict the reactants needed to synthesize it. The reactants are: [OH:1][N:2]=[C:3]1[C:15]2[CH:14]=[CH:13][C:12]([O:16][CH3:17])=[CH:11][C:10]=2[C:9]2[C:4]1=[CH:5][CH:6]=[C:7]([O:18][CH3:19])[CH:8]=2.C(N(CC)CC)C.[CH2:27]([C:39]1[CH:44]=[CH:43][C:42]([S:45](Cl)(=[O:47])=[O:46])=[CH:41][CH:40]=1)[CH2:28][CH2:29][CH2:30][CH2:31][CH2:32][CH2:33][CH2:34][CH2:35][CH2:36][CH2:37][CH3:38]. (6) Given the product [C:11]([O:10][C:8]([N:5]1[CH2:4][CH2:3][CH:2]([O:1][C:28]2[CH:33]=[CH:32][C:31]([CH2:34][C:35]([O:37][CH3:38])=[O:36])=[CH:30][CH:29]=2)[CH2:7][CH2:6]1)=[O:9])([CH3:14])([CH3:13])[CH3:12], predict the reactants needed to synthesize it. The reactants are: [OH:1][CH:2]1[CH2:7][CH2:6][N:5]([C:8]([O:10][C:11]([CH3:14])([CH3:13])[CH3:12])=[O:9])[CH2:4][CH2:3]1.N(C(OCC)=O)=NC(OCC)=O.O[C:28]1[CH:33]=[CH:32][C:31]([CH2:34][C:35]([O:37][CH3:38])=[O:36])=[CH:30][CH:29]=1.C1(P(C2C=CC=CC=2)C2C=CC=CC=2)C=CC=CC=1. (7) Given the product [Cl:16][C:11]1[CH:12]=[CH:13][CH:14]=[CH:15][C:10]=1[C:8]1[N:7]=[N:6][N:5]([CH2:1][CH2:2][C:3]#[C:4][C:18]2[CH:23]=[CH:22][CH:21]=[CH:20][N:19]=2)[CH:9]=1, predict the reactants needed to synthesize it. The reactants are: [CH2:1]([N:5]1[CH:9]=[C:8]([C:10]2[CH:15]=[CH:14][CH:13]=[CH:12][C:11]=2[Cl:16])[N:7]=[N:6]1)[CH2:2][C:3]#[CH:4].Br[C:18]1[CH:23]=[CH:22][CH:21]=[CH:20][N:19]=1.